This data is from Catalyst prediction with 721,799 reactions and 888 catalyst types from USPTO. The task is: Predict which catalyst facilitates the given reaction. (1) Reactant: [C:1]([C:5]1[CH:6]=[C:7]2[C:12](=[C:13]([F:15])[CH:14]=1)[C:11](=[O:16])[NH:10][N:9]=[CH:8]2)([CH3:4])([CH3:3])[CH3:2].[Br:17][C:18]1[CH:19]=[N:20][CH:21]=[C:22](Br)[C:23]=1[CH:24]=[O:25].COC1C2C(=C3C(=CC=2)C(OC)=CC=N3)N=CC=1.C([O-])([O-])=O.[Cs+].[Cs+]. Product: [Br:17][C:18]1[CH:19]=[N:20][CH:21]=[C:22]([N:10]2[N:9]=[CH:8][C:7]3[C:12](=[C:13]([F:15])[CH:14]=[C:5]([C:1]([CH3:4])([CH3:2])[CH3:3])[CH:6]=3)[C:11]2=[O:16])[C:23]=1[CH:24]=[O:25]. The catalyst class is: 321. (2) Reactant: [Br:1][C:2]1[CH:3]=[CH:4][C:5]([CH3:11])=[C:6]([CH:10]=1)[C:7](O)=[O:8].[NH2:12][C:13]1[C:14]([CH3:24])=[C:15]([CH:20]=[CH:21][C:22]=1[CH3:23])[C:16]([O:18][CH3:19])=[O:17].C(N(CC)C(C)C)(C)C.CCCP1(OP(CCC)(=O)OP(CCC)(=O)O1)=O. Product: [Br:1][C:2]1[CH:3]=[CH:4][C:5]([CH3:11])=[C:6]([CH:10]=1)[C:7]([NH:12][C:13]1[C:14]([CH3:24])=[C:15]([CH:20]=[CH:21][C:22]=1[CH3:23])[C:16]([O:18][CH3:19])=[O:17])=[O:8]. The catalyst class is: 2. (3) Reactant: Br[C:2]1[CH:10]=[CH:9][CH:8]=[C:7]2[C:3]=1[C:4]([C:11]1[CH:16]=[CH:15][C:14]([F:17])=[CH:13][CH:12]=1)=[N:5][NH:6]2.[I-:18].[Na+].CNC1CCCCC1NC. Product: [I:18][C:2]1[CH:10]=[CH:9][CH:8]=[C:7]2[C:3]=1[C:4]([C:11]1[CH:16]=[CH:15][C:14]([F:17])=[CH:13][CH:12]=1)=[N:5][NH:6]2. The catalyst class is: 185. (4) Reactant: [C:1]([C:5]1[N:6]=[C:7]([N:14]2[CH2:18][CH2:17][C:16]([F:20])([F:19])[CH2:15]2)[C:8]2[N:13]=[N:12][NH:11][C:9]=2[N:10]=1)([CH3:4])([CH3:3])[CH3:2].[Cl:21][C:22]1[CH:27]=[CH:26][CH:25]=[CH:24][C:23]=1[C@@H:28](O)[CH3:29].C1C=CC(P(C2C=CC=CC=2)C2C=CC=CC=2)=CC=1.CCOC(/N=N/C(OCC)=O)=O. Product: [C:1]([C:5]1[N:6]=[C:7]([N:14]2[CH2:18][CH2:17][C:16]([F:19])([F:20])[CH2:15]2)[C:8]2[NH:13][N:12]([C@@H:28]([C:23]3[CH:24]=[CH:25][CH:26]=[CH:27][C:22]=3[Cl:21])[CH3:29])[NH:11][C:9]=2[N:10]=1)([CH3:4])([CH3:2])[CH3:3]. The catalyst class is: 1. (5) Reactant: [Cl:1][C:2]1[CH:7]=[C:6](F)[CH:5]=[CH:4][N:3]=1.Cl.[NH2:10][C:11]1[C:20]2[C:15](=[CH:16][CH:17]=[CH:18][CH:19]=2)[C:14]([OH:21])=[CH:13][CH:12]=1.CC(C)([O-])C.[K+]. Product: [Cl:1][C:2]1[CH:7]=[C:6]([O:21][C:14]2[C:15]3[C:20](=[CH:19][CH:18]=[CH:17][CH:16]=3)[C:11]([NH2:10])=[CH:12][CH:13]=2)[CH:5]=[CH:4][N:3]=1. The catalyst class is: 179. (6) The catalyst class is: 140. Product: [CH:47]([C:7]1[CH:8]=[CH:9][CH:10]=[C:11]2[C:16]=1[N:15]=[C:14]([NH:17][C:18]1[CH:19]=[CH:20][C:21]([S:24]([NH2:25])(=[O:27])=[O:26])=[CH:22][CH:23]=1)[N:13]=[CH:12]2)=[O:48]. Reactant: FC(F)(F)S(O[C:7]1[CH:8]=[CH:9][CH:10]=[C:11]2[C:16]=1[N:15]=[C:14]([NH:17][C:18]1[CH:23]=[CH:22][C:21]([S:24](=[O:27])(=[O:26])[NH2:25])=[CH:20][CH:19]=1)[N:13]=[CH:12]2)(=O)=O.C(N(CC)CC)C.C([SiH](CC)CC)C.CN([CH:47]=[O:48])C.